The task is: Regression. Given a peptide amino acid sequence and an MHC pseudo amino acid sequence, predict their binding affinity value. This is MHC class I binding data.. This data is from Peptide-MHC class I binding affinity with 185,985 pairs from IEDB/IMGT. (1) The peptide sequence is HWMDATFNI. The binding affinity (normalized) is 0.0847. The MHC is HLA-A26:01 with pseudo-sequence HLA-A26:01. (2) The MHC is HLA-B57:02 with pseudo-sequence HLA-B57:02. The binding affinity (normalized) is 0.0847. The peptide sequence is AVRHFPRPW. (3) The peptide sequence is YEDQLHRAS. The MHC is HLA-B48:01 with pseudo-sequence HLA-B48:01. The binding affinity (normalized) is 0.0847. (4) The peptide sequence is NSLRAEDTAVY. The MHC is Mamu-B17 with pseudo-sequence Mamu-B17. The binding affinity (normalized) is 0.393. (5) The peptide sequence is ISGFFIPL. The MHC is H-2-Kb with pseudo-sequence H-2-Kb. The binding affinity (normalized) is 0.912. (6) The peptide sequence is SFKAALSSL. The MHC is HLA-A24:02 with pseudo-sequence HLA-A24:02. The binding affinity (normalized) is 0.399. (7) The peptide sequence is STLERTSKASLER. The MHC is HLA-B51:01 with pseudo-sequence HLA-B51:01. The binding affinity (normalized) is 0.0161.